Regression. Given a peptide amino acid sequence and an MHC pseudo amino acid sequence, predict their binding affinity value. This is MHC class II binding data. From a dataset of Peptide-MHC class II binding affinity with 134,281 pairs from IEDB. (1) The peptide sequence is WDFGSVGGVFTSVGKAVH. The MHC is DRB1_0404 with pseudo-sequence DRB1_0404. The binding affinity (normalized) is 0. (2) The peptide sequence is MLLRKYGIAAENVID. The MHC is DRB5_0101 with pseudo-sequence DRB5_0101. The binding affinity (normalized) is 0.183.